Dataset: Forward reaction prediction with 1.9M reactions from USPTO patents (1976-2016). Task: Predict the product of the given reaction. Given the reactants F[C:2]1[N:7]=[C:6]([C:8]2[C:16]3[C:11](=[CH:12][N:13]=[C:14]([C:17]4[CH:18]=[N:19][N:20]([CH3:22])[CH:21]=4)[CH:15]=3)[N:10](C3CCCCO3)[N:9]=2)[CH:5]=[CH:4][CH:3]=1.[NH:29]1[CH2:34][CH2:33][CH:32]([CH2:35][NH:36]C(=O)OC(C)(C)C)[CH2:31][CH2:30]1, predict the reaction product. The product is: [CH3:22][N:20]1[CH:21]=[C:17]([C:14]2[CH:15]=[C:16]3[C:8]([C:6]4[N:7]=[C:2]([N:29]5[CH2:34][CH2:33][CH:32]([CH2:35][NH2:36])[CH2:31][CH2:30]5)[CH:3]=[CH:4][CH:5]=4)=[N:9][NH:10][C:11]3=[CH:12][N:13]=2)[CH:18]=[N:19]1.